The task is: Predict which catalyst facilitates the given reaction.. This data is from Catalyst prediction with 721,799 reactions and 888 catalyst types from USPTO. (1) Reactant: [CH:1]1([C:5]2[CH:10]=[CH:9][C:8]([C:11]3[N:12]=[CH:13][C:14]([NH2:17])=[N:15][CH:16]=3)=[C:7]([F:18])[C:6]=2[O:19][CH2:20][CH:21]2[CH2:23][O:22]2)[CH2:4][CH2:3][CH2:2]1.C([O-])([O-])=O.[Cs+].[Cs+].[NH:30]1[CH:35]=[CH:34][CH:33]=[CH:32][C:31]1=[O:36]. Product: [NH2:17][C:14]1[N:15]=[CH:16][C:11]([C:8]2[C:7]([F:18])=[C:6]([C:5]([CH:1]3[CH2:4][CH2:3][CH2:2]3)=[CH:10][CH:9]=2)[O:19][CH2:20][CH:21]([OH:22])[CH2:23][N:30]2[CH:35]=[CH:34][CH:33]=[CH:32][C:31]2=[O:36])=[N:12][CH:13]=1. The catalyst class is: 3. (2) Reactant: [CH:1]1([N:5]2[CH2:11][CH2:10][C:9]3[CH:12]=[C:13]([CH2:16][S:17]([C:20]4[CH:25]=[CH:24][CH:23]=[CH:22][CH:21]=4)(=[O:19])=[O:18])[CH:14]=[CH:15][C:8]=3[CH2:7][CH2:6]2)[CH2:4][CH2:3][CH2:2]1.C([Li])CCC.N1([C:40](=[O:52])[CH2:41][CH:42]2[CH2:47][CH2:46][N:45]([C:48](=[O:51])[CH2:49][CH3:50])[CH2:44][CH2:43]2)C2C=CC=CC=2N=N1. The catalyst class is: 1. Product: [CH:1]1([N:5]2[CH2:11][CH2:10][C:9]3[CH:12]=[C:13]([CH:16]([S:17]([C:20]4[CH:21]=[CH:22][CH:23]=[CH:24][CH:25]=4)(=[O:19])=[O:18])[C:40](=[O:52])[CH2:41][CH:42]4[CH2:43][CH2:44][N:45]([C:48](=[O:51])[CH2:49][CH3:50])[CH2:46][CH2:47]4)[CH:14]=[CH:15][C:8]=3[CH2:7][CH2:6]2)[CH2:2][CH2:3][CH2:4]1. (3) Reactant: [Cl-:1].[Cr+3:2].[NH:3]1[C:7]2[CH:8]=[CH:9][CH:10]=[CH:11][C:6]=2[N:5]=[C:4]1[CH2:12][NH:13][CH2:14][C:15]1[NH:19][C:18]2[CH:20]=[CH:21][CH:22]=[CH:23][C:17]=2[N:16]=1.[Cl-].[Cl-].[K+].[Br-]. Product: [Cl-:1].[Cr+3:2].[NH:3]1[C:7]2[CH:8]=[CH:9][CH:10]=[CH:11][C:6]=2[N:5]=[C:4]1[CH2:12][N:13]([CH2:14][C:15]1[NH:16][C:17]2[CH:23]=[CH:22][CH:21]=[CH:20][C:18]=2[N:19]=1)[CH:6]1[CH2:11][CH2:10][CH2:9][CH2:8][CH2:7]1.[Cl-:1].[Cl-:1]. The catalyst class is: 3.